From a dataset of Full USPTO retrosynthesis dataset with 1.9M reactions from patents (1976-2016). Predict the reactants needed to synthesize the given product. (1) Given the product [CH:5]([F:9])([C:4]([F:11])([F:10])[F:3])[CH:6]([F:8])[F:7].[CH2:6]([F:7])[CH:5]([F:9])[C:4]([F:11])([F:10])[F:3], predict the reactants needed to synthesize it. The reactants are: [H][H].[F:3][C:4]([F:11])([F:10])[C:5]([F:9])=[C:6]([F:8])[F:7]. (2) Given the product [CH3:31][O:32][C:33]1[C:38]([C:13]2[CH2:14][CH2:15][N:16]([C:19]([O:21][CH2:22][C:23]3[CH:28]=[CH:27][CH:26]=[CH:25][CH:24]=3)=[O:20])[CH2:17][CH:18]=2)=[CH:37][CH:36]=[CH:35][N:34]=1, predict the reactants needed to synthesize it. The reactants are: C(=O)([O-])[O-].[Na+].[Na+].FC(F)(F)S(O[C:13]1[CH2:14][CH2:15][N:16]([C:19]([O:21][CH2:22][C:23]2[CH:28]=[CH:27][CH:26]=[CH:25][CH:24]=2)=[O:20])[CH2:17][CH:18]=1)(=O)=O.[CH3:31][O:32][C:33]1[C:38](B(O)O)=[CH:37][CH:36]=[CH:35][N:34]=1.O. (3) Given the product [C:21]([C@@H:20]([NH:19][C:16]([C:8]1[CH:7]=[CH:6][C:5]([NH:4][CH:1]2[CH2:2][CH2:3]2)=[C:10]([O:11][CH2:12][CH:13]2[CH2:14][CH2:15]2)[N:9]=1)=[O:18])[CH2:24][CH:25]([CH3:27])[CH3:26])(=[O:22])[NH2:23], predict the reactants needed to synthesize it. The reactants are: [CH:1]1([NH:4][C:5]2[CH:6]=[CH:7][C:8]([C:16]([OH:18])=O)=[N:9][C:10]=2[O:11][CH2:12][CH:13]2[CH2:15][CH2:14]2)[CH2:3][CH2:2]1.[NH2:19][C@@H:20]([CH2:24][CH:25]([CH3:27])[CH3:26])[C:21]([NH2:23])=[O:22]. (4) Given the product [O:1]=[C:2]1[C:10](=[O:11])[C:9]2[C:4](=[CH:5][CH:6]=[C:7]([S:12][CH2:13][CH2:14][C:15]3[CH:25]=[CH:24][C:18]([C:19]([OH:21])=[O:20])=[CH:17][CH:16]=3)[CH:8]=2)[N:3]1[CH2:26][CH2:27][CH2:28][CH2:29][CH2:30][CH2:31][CH3:32], predict the reactants needed to synthesize it. The reactants are: [O:1]=[C:2]1[C:10](=[O:11])[C:9]2[C:4](=[CH:5][CH:6]=[C:7]([S:12][CH2:13][CH2:14][C:15]3[CH:25]=[CH:24][C:18]([C:19]([O:21]CC)=[O:20])=[CH:17][CH:16]=3)[CH:8]=2)[N:3]1[CH2:26][CH2:27][CH2:28][CH2:29][CH2:30][CH2:31][CH3:32].C(=O)([O-])[O-].[K+].[K+].Cl. (5) Given the product [CH2:1]([C:3]1[CH:9]=[C:8]([O:10][C:11]2[CH:12]=[N:13][C:14]([S:17]([CH3:20])(=[O:19])=[O:18])=[CH:15][CH:16]=2)[CH:7]=[CH:6][C:4]=1[NH:5]/[N:22]=[C:27](\[CH3:26])/[C:28]([O:30][CH2:31][CH3:32])=[O:29])[CH3:2], predict the reactants needed to synthesize it. The reactants are: [CH2:1]([C:3]1[CH:9]=[C:8]([O:10][C:11]2[CH:12]=[N:13][C:14]([S:17]([CH3:20])(=[O:19])=[O:18])=[CH:15][CH:16]=2)[CH:7]=[CH:6][C:4]=1[NH2:5])[CH3:2].Cl.[N:22]([O-])=O.[Na+].[CH3:26][CH:27](C(C)=O)[C:28]([O:30][CH2:31][CH3:32])=[O:29].[OH-].[K+]. (6) Given the product [O:26]=[C:22]1[C:23]2[C:19](=[CH:18][C:17]([C:2]3[CH:3]=[C:4]([CH:7]=[O:8])[S:5][CH:6]=3)=[CH:25][CH:24]=2)[CH2:20][NH:21]1, predict the reactants needed to synthesize it. The reactants are: Br[C:2]1[CH:3]=[C:4]([CH:7]=[O:8])[S:5][CH:6]=1.CC1(C)C(C)(C)OB([C:17]2[CH:18]=[C:19]3[C:23](=[CH:24][CH:25]=2)[C:22](=[O:26])[NH:21][CH2:20]3)O1.